Dataset: Reaction yield outcomes from USPTO patents with 853,638 reactions. Task: Predict the reaction yield, written as a fraction of the theoretical maximum amount of product (1.0 means a 100% yield; for example, 0.34 means a 34% yield). The reactants are [N:1]1[CH:6]=[CH:5][CH:4]=[CH:3][C:2]=1[CH2:7][N:8]1[C:16]2[C:11](=[CH:12][C:13]([NH:17][C:18]3[C:27]4[C:22](=[CH:23][CH:24]=[CH:25][C:26]=4[O:28][CH2:29][C:30]([O:32]C)=O)[N:21]=[CH:20][N:19]=3)=[CH:14][CH:15]=2)[CH:10]=[N:9]1.[NH3:34]. No catalyst specified. The product is [N:1]1[CH:6]=[CH:5][CH:4]=[CH:3][C:2]=1[CH2:7][N:8]1[C:16]2[C:11](=[CH:12][C:13]([NH:17][C:18]3[C:27]4[C:22](=[CH:23][CH:24]=[CH:25][C:26]=4[O:28][CH2:29][C:30]([NH2:34])=[O:32])[N:21]=[CH:20][N:19]=3)=[CH:14][CH:15]=2)[CH:10]=[N:9]1. The yield is 0.900.